From a dataset of Catalyst prediction with 721,799 reactions and 888 catalyst types from USPTO. Predict which catalyst facilitates the given reaction. (1) Reactant: O=P(Cl)(Cl)[Cl:3].C([N:8]([CH2:15][CH3:16])[C:9]1[CH:14]=[CH:13][CH:12]=[CH:11][CH:10]=1)C.N1C2C(=CC=CC=2)CC1=O.O. Product: [Cl:3][C:15]1[NH:8][C:9]2[C:10]([CH:16]=1)=[CH:11][CH:12]=[CH:13][CH:14]=2. The catalyst class is: 11. (2) Reactant: [CH2:1]([N:3]1[C:7]2=[N:8][C:9]([CH2:49][CH3:50])=[C:10]([CH2:19][NH:20][C:21]([C:23]3[CH:28]=[C:27]([CH3:29])[CH:26]=[C:25]([C:30]([NH:32][CH2:33][C:34]4[CH:35]=[C:36]([C:41]5[CH:46]=[CH:45][CH:44]=[C:43]([CH:47]=O)[CH:42]=5)[C:37]([F:40])=[CH:38][CH:39]=4)=[O:31])[CH:24]=3)=[O:22])[C:11]([NH:12][CH:13]3[CH2:18][CH2:17][O:16][CH2:15][CH2:14]3)=[C:6]2[CH:5]=[N:4]1)[CH3:2].[CH3:51][N:52]1[CH2:57][CH2:56][NH:55][CH2:54][CH2:53]1.C(O)(=O)C.C(O[BH-](OC(=O)C)OC(=O)C)(=O)C. Product: [CH2:1]([N:3]1[C:7]2=[N:8][C:9]([CH2:49][CH3:50])=[C:10]([CH2:19][NH:20][C:21]([C:23]3[CH:28]=[C:27]([CH3:29])[CH:26]=[C:25]([C:30]([NH:32][CH2:33][C:34]4[CH:35]=[C:36]([C:41]5[CH:46]=[CH:45][CH:44]=[C:43]([CH2:47][N:55]6[CH2:56][CH2:57][N:52]([CH3:51])[CH2:53][CH2:54]6)[CH:42]=5)[C:37]([F:40])=[CH:38][CH:39]=4)=[O:31])[CH:24]=3)=[O:22])[C:11]([NH:12][CH:13]3[CH2:18][CH2:17][O:16][CH2:15][CH2:14]3)=[C:6]2[CH:5]=[N:4]1)[CH3:2]. The catalyst class is: 16. (3) The catalyst class is: 12. Product: [ClH:49].[ClH:49].[CH:1]1([O:7][C:8]2[CH:9]=[C:10]([C:24]3[CH:25]=[CH:26][C:27]([CH2:30][CH2:31][NH:32][CH2:40][C@H:41]([OH:48])[C:42]4[CH:43]=[N:44][CH:45]=[CH:46][CH:47]=4)=[CH:28][CH:29]=3)[CH:11]=[CH:12][C:13]=2[C:14]([NH:16][S:17]([CH2:20][CH2:21][O:22][CH3:23])(=[O:18])=[O:19])=[O:15])[CH2:2][CH2:3][CH2:4][CH2:5][CH2:6]1. Reactant: [CH:1]1([O:7][C:8]2[CH:9]=[C:10]([C:24]3[CH:29]=[CH:28][C:27]([CH2:30][CH2:31][N:32]([CH2:40][C@H:41]([OH:48])[C:42]4[CH:43]=[N:44][CH:45]=[CH:46][CH:47]=4)C(=O)OC(C)(C)C)=[CH:26][CH:25]=3)[CH:11]=[CH:12][C:13]=2[C:14]([NH:16][S:17]([CH2:20][CH2:21][O:22][CH3:23])(=[O:19])=[O:18])=[O:15])[CH2:6][CH2:5][CH2:4][CH2:3][CH2:2]1.[ClH:49]. (4) Reactant: [F:1][C:2]1[CH:7]=[CH:6][CH:5]=[C:4]([O:8][CH3:9])[C:3]=1[OH:10].I[C:12]1[CH:17]=[CH:16][CH:15]=[C:14]([N+:18]([O-:20])=[O:19])[CH:13]=1.C([O-])([O-])=O.[Cs+].[Cs+].CN(C)CC(O)=O.Cl. Product: [F:1][C:2]1[CH:7]=[CH:6][CH:5]=[C:4]([O:8][CH3:9])[C:3]=1[O:10][C:12]1[CH:17]=[CH:16][CH:15]=[C:14]([N+:18]([O-:20])=[O:19])[CH:13]=1. The catalyst class is: 185.